Dataset: Full USPTO retrosynthesis dataset with 1.9M reactions from patents (1976-2016). Task: Predict the reactants needed to synthesize the given product. (1) Given the product [CH2:20]([C:4]1[C:5]2[CH2:10][CH2:9][CH:8]([C:11]3[CH:16]=[CH:15][CH:14]=[CH:13][CH:12]=3)[C:6]=2[N:7]=[C:2]([Cl:1])[N:3]=1)[CH2:19][CH:18]=[CH2:22], predict the reactants needed to synthesize it. The reactants are: [Cl:1][C:2]1[N:3]=[C:4](Cl)[C:5]2[CH2:10][CH2:9][CH:8]([C:11]3[CH:16]=[CH:15][CH:14]=[CH:13][CH:12]=3)[C:6]=2[N:7]=1.[CH2:18]1[CH2:22]O[CH2:20][CH2:19]1.C([Mg]Br)CC=C. (2) Given the product [O:1]([C:8]([N:10]1[CH2:15][CH2:14][CH:13]([OH:16])[CH2:12][CH2:11]1)=[O:9])[C:2]1[CH:3]=[CH:4][CH:5]=[CH:6][CH:7]=1, predict the reactants needed to synthesize it. The reactants are: [O:1]([C:8]([N:10]1[CH2:15][CH2:14][CH2:13][CH2:12][CH2:11]1)=[O:9])[C:2]1[CH:7]=[CH:6][CH:5]=[CH:4][CH:3]=1.[O:16]=C[C@@H]([C@H]([C@@H]([C@@H](CO)O)O)O)O. (3) Given the product [CH2:21]([NH:25][C:2]1[CH:11]=[C:10]2[C:5]([CH:6]=[C:7]([C:16]([O:18][CH2:19][CH3:20])=[O:17])[CH:8]([C:12]([F:15])([F:14])[F:13])[O:9]2)=[CH:4][CH:3]=1)[CH:22]([CH3:24])[CH3:23], predict the reactants needed to synthesize it. The reactants are: F[C:2]1[CH:11]=[C:10]2[C:5]([CH:6]=[C:7]([C:16]([O:18][CH2:19][CH3:20])=[O:17])[CH:8]([C:12]([F:15])([F:14])[F:13])[O:9]2)=[CH:4][CH:3]=1.[CH2:21]([NH2:25])[CH:22]([CH3:24])[CH3:23].C([O-])([O-])=O.[K+].[K+]. (4) Given the product [NH2:1][C@H:2]([C:16]1[NH:20][C:19]2[CH:21]=[CH:22][C:23]([C:25]([CH3:28])([CH3:26])[CH3:27])=[CH:24][C:18]=2[N:17]=1)[C:3]([CH3:14])([CH3:15])[C:4]([NH2:29])=[O:6], predict the reactants needed to synthesize it. The reactants are: [NH2:1][C@H:2]([C:16]1[NH:20][C:19]2[CH:21]=[CH:22][C:23]([C:25]([CH3:28])([CH3:27])[CH3:26])=[CH:24][C:18]=2[N:17]=1)[C:3]([CH3:15])([CH3:14])[C:4]([O:6]CC1C=CC=CC=1)=O.[NH3:29]. (5) The reactants are: F[C:2]1[C:7]([C:8]([C:10]2[S:11][CH:12]=[CH:13][CH:14]=2)=[O:9])=[CH:6][CH:5]=[CH:4][N:3]=1.CO.[NH3:17].[OH-].N. Given the product [NH2:17][C:2]1[C:7]([C:8]([C:10]2[S:11][CH:12]=[CH:13][CH:14]=2)=[O:9])=[CH:6][CH:5]=[CH:4][N:3]=1, predict the reactants needed to synthesize it. (6) Given the product [CH3:18][O:21][C:22]1[C:27]([CH3:28])=[C:26]([CH3:29])[CH:25]=[C:24]([CH3:30])[C:23]=1[C:31](=[O:1])[CH3:32], predict the reactants needed to synthesize it. The reactants are: [OH:1]C1C=CC=CN=1.CC(C)([O-])C.[K+].ClC1N=N[C:18]([O:21][C:22]2[C:27]([CH3:28])=[C:26]([CH3:29])[CH:25]=[C:24]([CH3:30])[C:23]=2[CH:31](SCC)[CH3:32])=C(OC)C=1. (7) Given the product [F:17][C:18]1[CH:24]=[CH:23][CH:22]=[CH:21][C:19]=1[NH:20][C:2]1[CH:11]=[CH:10][N:9]=[C:8]2[C:3]=1[C:4]1[CH:16]=[CH:15][CH:14]=[CH:13][C:5]=1[C:6](=[O:12])[NH:7]2, predict the reactants needed to synthesize it. The reactants are: Cl[C:2]1[CH:11]=[CH:10][N:9]=[C:8]2[C:3]=1[C:4]1[CH:16]=[CH:15][CH:14]=[CH:13][C:5]=1[C:6](=[O:12])[NH:7]2.[F:17][C:18]1[CH:24]=[CH:23][CH:22]=[CH:21][C:19]=1[NH2:20]. (8) The reactants are: [F:1][C:2]1([F:9])[CH2:7][CH2:6][C:5](=O)[CH2:4][CH2:3]1.[C:10]([CH:15]=P(C1C=CC=CC=1)(C1C=CC=CC=1)C1C=CC=CC=1)([O:12][CH2:13][CH3:14])=[O:11]. Given the product [F:1][C:2]1([F:9])[CH2:7][CH2:6][C:5](=[CH:15][C:10]([O:12][CH2:13][CH3:14])=[O:11])[CH2:4][CH2:3]1, predict the reactants needed to synthesize it. (9) Given the product [CH:33]([N:4]1[C:5]([C:7]2[N:8]=[C:9]3[C:10]4[CH:11]=[CH:12][C:13]([C:21]5[CH:22]=[N:23][N:24]([CH3:32])[C:25]=5[CH:26]5[CH2:31][CH2:30][CH2:29][N:28]([CH3:43])[CH2:27]5)=[CH:14][C:15]=4[O:16][CH2:17][CH2:18][N:19]3[CH:20]=2)=[N:6][C:2]([CH3:1])=[N:3]1)([CH3:35])[CH3:34], predict the reactants needed to synthesize it. The reactants are: [CH3:1][C:2]1[N:6]=[C:5]([C:7]2[N:8]=[C:9]3[N:19]([CH:20]=2)[CH2:18][CH2:17][O:16][C:15]2[C:10]3=[CH:11][CH:12]=[C:13]([C:21]3[CH:22]=[N:23][N:24]([CH3:32])[C:25]=3[CH:26]3[CH2:31][CH2:30][CH2:29][NH:28][CH2:27]3)[CH:14]=2)[N:4]([CH:33]([CH3:35])[CH3:34])[N:3]=1.[H-].[H-].[H-].[H-].[Li+].[Al+3].O.[CH2:43]1COCC1. (10) Given the product [CH3:1][S:2]([N:5]1[CH2:10][CH2:9][C:8]2[NH:13][N:14]=[C:21]([C:20]3[CH:23]=[CH:24][C:17]([C:16]([F:26])([F:25])[F:15])=[CH:18][CH:19]=3)[C:7]=2[CH2:6]1)(=[O:4])=[O:3], predict the reactants needed to synthesize it. The reactants are: [CH3:1][S:2]([N:5]1[CH2:10][CH2:9][C:8](=O)[CH2:7][CH2:6]1)(=[O:4])=[O:3].Cl.[NH2:13][NH2:14].[F:15][C:16]([F:26])([F:25])[C:17]1[CH:24]=[CH:23][C:20]([CH:21]=O)=[CH:19][CH:18]=1.BrBr.C[O-].[Na+].